This data is from Catalyst prediction with 721,799 reactions and 888 catalyst types from USPTO. The task is: Predict which catalyst facilitates the given reaction. (1) Reactant: [F:1][C:2]([F:23])([F:22])[C:3]1[CH:4]=[C:5]([CH:15]=[C:16]([C:18]([F:21])([F:20])[F:19])[CH:17]=1)[CH2:6][NH:7][C:8]1[N:13]=[CH:12][C:11]([Br:14])=[CH:10][N:9]=1.C(N([CH2:29][CH3:30])CC)C.Cl[C:32](Cl)([O:34][C:35](=[O:41])OC(Cl)(Cl)Cl)Cl. Product: [F:23][C:2]([F:1])([F:22])[C:3]1[CH:4]=[C:5]([CH:15]=[C:16]([C:18]([F:21])([F:20])[F:19])[CH:17]=1)[CH2:6][N:7]([C:8]1[N:13]=[CH:12][C:11]([Br:14])=[CH:10][N:9]=1)[C:35](=[O:41])[O:34][CH2:32][C:30]1[CH:29]=[CH:16][CH:17]=[CH:3][CH:2]=1. The catalyst class is: 2. (2) Reactant: [NH:1]1[C:9]2[C:4](=[CH:5][CH:6]=[CH:7][CH:8]=2)[CH:3]=[CH:2]1.C[N+](C)=CCl.[Cl-].C(Cl)(=O)[C:17](Cl)=[O:18]. Product: [NH:1]1[C:9]2[C:4](=[CH:5][CH:6]=[CH:7][CH:8]=2)[CH:3]=[C:2]1[CH:17]=[O:18]. The catalyst class is: 9. (3) Reactant: [N:1]1([C:7]2[N:8]=[C:9]([CH2:14][C:15]([O-:17])=O)[NH:10][C:11](=[O:13])[CH:12]=2)[CH2:6][CH2:5][O:4][CH2:3][CH2:2]1.[Na+].Cl.[F:20][C:21]1[C:29]([F:30])=[CH:28][CH:27]=[C:26]2[C:22]=1[CH2:23][CH2:24][NH:25]2.Cl.CN(C)CCCN=C=NCC. Product: [F:20][C:21]1[C:29]([F:30])=[CH:28][CH:27]=[C:26]2[C:22]=1[CH2:23][CH2:24][N:25]2[C:15](=[O:17])[CH2:14][C:9]1[NH:10][C:11](=[O:13])[CH:12]=[C:7]([N:1]2[CH2:2][CH2:3][O:4][CH2:5][CH2:6]2)[N:8]=1. The catalyst class is: 672. (4) Reactant: [Br:1][C:2]1[CH:7]=[CH:6][C:5]([C:8](=[N:22][O:23][CH2:24][CH3:25])[CH:9]2[CH2:14][CH2:13][N:12]([C:15]3([CH3:21])[CH2:20][CH2:19][NH:18][CH2:17][CH2:16]3)[CH2:11][CH2:10]2)=[CH:4][CH:3]=1.[OH:26][C:27]1[C:28]([CH3:40])=[N:29][C:30]2[C:35]([C:36]=1[C:37](O)=[O:38])=[CH:34][CH:33]=[CH:32][CH:31]=2.CCN(CC)CC.CN(C(ON1N=NC2C=CC=NC1=2)=[N+](C)C)C.F[P-](F)(F)(F)(F)F. Product: [Br:1][C:2]1[CH:7]=[CH:6][C:5]([C:8](=[N:22][O:23][CH2:24][CH3:25])[CH:9]2[CH2:10][CH2:11][N:12]([C:15]3([CH3:21])[CH2:20][CH2:19][N:18]([C:37]([C:36]4[C:35]5[C:30](=[CH:31][CH:32]=[CH:33][CH:34]=5)[N:29]=[C:28]([CH3:40])[C:27]=4[OH:26])=[O:38])[CH2:17][CH2:16]3)[CH2:13][CH2:14]2)=[CH:4][CH:3]=1. The catalyst class is: 3. (5) Reactant: [NH:1]([C:8]1[N:9]([C:21]2[CH:26]=[CH:25][CH:24]=[CH:23][CH:22]=2)[C:10]2[C:15]([C:16](=[O:18])[CH:17]=1)=[C:14](Cl)[N:13]=[C:12]([CH3:20])[CH:11]=2)[C:2]1[CH:7]=[CH:6][CH:5]=[CH:4][CH:3]=1.[CH3:27][NH:28][CH3:29]. Product: [NH:1]([C:8]1[N:9]([C:21]2[CH:26]=[CH:25][CH:24]=[CH:23][CH:22]=2)[C:10]2[C:15]([C:16](=[O:18])[CH:17]=1)=[C:14]([N:28]([CH3:29])[CH3:27])[N:13]=[C:12]([CH3:20])[CH:11]=2)[C:2]1[CH:7]=[CH:6][CH:5]=[CH:4][CH:3]=1. The catalyst class is: 12.